Dataset: Reaction yield outcomes from USPTO patents with 853,638 reactions. Task: Predict the reaction yield, written as a fraction of the theoretical maximum amount of product (1.0 means a 100% yield; for example, 0.34 means a 34% yield). (1) The reactants are [C:1]([C:5]1[CH:10]=[C:9]([C:11]2[CH:16]=[CH:15][CH:14]=[CH:13][C:12]=2[O:17][CH2:18][CH3:19])[C:8]([N+:20]([O-])=O)=[CH:7][C:6]=1[OH:23])([CH3:4])([CH3:3])[CH3:2]. The catalyst is CO.[Ni]. The product is [C:1]([C:5]1[CH:10]=[C:9]([C:11]2[CH:16]=[CH:15][CH:14]=[CH:13][C:12]=2[O:17][CH2:18][CH3:19])[C:8]([NH2:20])=[CH:7][C:6]=1[OH:23])([CH3:3])([CH3:2])[CH3:4]. The yield is 0.920. (2) The reactants are [CH3:1][C:2]([CH3:29])([CH3:28])[C@H:3]([N:11]1[CH2:15][CH2:14][N:13]([CH2:16][C:17]2[CH:22]=[CH:21][C:20]([C:23]([F:26])([F:25])[F:24])=[CH:19][CH:18]=2)[C:12]1=[O:27])[C:4]([O:6]C(C)(C)C)=[O:5].FC(F)(F)C(O)=O. The catalyst is ClCCl. The product is [CH3:1][C:2]([CH3:29])([CH3:28])[C@H:3]([N:11]1[CH2:15][CH2:14][N:13]([CH2:16][C:17]2[CH:22]=[CH:21][C:20]([C:23]([F:26])([F:25])[F:24])=[CH:19][CH:18]=2)[C:12]1=[O:27])[C:4]([OH:6])=[O:5]. The yield is 0.780. (3) The reactants are [CH3:1][O:2][C:3]1[CH:18]=[CH:17][C:6]2[CH:7]3[C:14]4([CH2:15][CH2:16][C:5]=2[CH:4]=1)[CH:10]([CH2:11][NH:12][CH2:13]4)[CH2:9][CH2:8]3.C=O.[BH3-][C:22]#N.[Na+]. The catalyst is CO. The product is [CH3:1][O:2][C:3]1[CH:18]=[CH:17][C:6]2[CH:7]3[C:14]4([CH2:15][CH2:16][C:5]=2[CH:4]=1)[CH:10]([CH2:11][N:12]([CH3:22])[CH2:13]4)[CH2:9][CH2:8]3. The yield is 0.989. (4) The reactants are [Cl:1][C:2]1[C:3](F)=[CH:4][C:5]([F:15])=[C:6]([CH:14]=1)[C:7]([O:9][C:10]([CH3:13])([CH3:12])[CH3:11])=[O:8].C(=O)([O-])[O-].[K+].[K+].[Cl:23][C:24]1[CH:25]=[C:26]([SH:31])[CH:27]=[CH:28][C:29]=1[Cl:30]. The catalyst is CS(C)=O. The product is [Cl:1][C:2]1[C:3]([S:31][C:26]2[CH:27]=[CH:28][C:29]([Cl:30])=[C:24]([Cl:23])[CH:25]=2)=[CH:4][C:5]([F:15])=[C:6]([CH:14]=1)[C:7]([O:9][C:10]([CH3:13])([CH3:12])[CH3:11])=[O:8]. The yield is 0.830. (5) The reactants are Cl.Cl[C:3]1[C:8]([Cl:9])=[CH:7][N:6]=[CH:5][N:4]=1.C(N(CC)CC)C.[NH:17]1[CH2:25][CH2:24][CH:20]([C:21]([NH2:23])=[O:22])[CH2:19][CH2:18]1.C(=O)([O-])O.[Na+]. The catalyst is CN(C=O)C. The product is [Cl:9][C:8]1[C:3]([N:17]2[CH2:25][CH2:24][CH:20]([C:21]([NH2:23])=[O:22])[CH2:19][CH2:18]2)=[N:4][CH:5]=[N:6][CH:7]=1. The yield is 0.200.